Regression. Given a target protein amino acid sequence and a drug SMILES string, predict the binding affinity score between them. We predict pIC50 (pIC50 = -log10(IC50 in M); higher means more potent). Dataset: bindingdb_ic50. From a dataset of Drug-target binding data from BindingDB using IC50 measurements. (1) The small molecule is CCC(C)Sc1nc2c(c(=O)n1-c1ccccc1)SCC2. The target protein (Q01062) has sequence MVLVLHHILIAVVQFLRRGQQVFLKPDEPPPQPCADSLQDALLSLGAVIDIAGLRQAAKDALSAVLPKVETVYTYLVDGESRLVCEDPPHELPQEGKIREAVISRKRLSCDGLGPSDLLGKPLARLVAPLAPDTQVLVIPLLDKETGTVAAVILVHCGQLSDSEEQSLQVVEKHALVALQRVQALQQRRPEAVQNTSADPSEDQKDEKGYTAHDRKILQLCGELYDLDATSLQLKVLRYLQQETQATHCCLLLVSEDNLQLSCKVIGEKVLGEEVSFPLTMGRLGQVVEDKQCIQLKDLTSDDVQQLQNMLGCELRAMLCVPVISRATDQVVALACAFNKLGGDFFTDEDERAIQHCFHYTGTVLTSTLAFQKEQKLKCECQALLQVAKNLFTHLDDVSVLLQEIITEARNLSNAEICSVFLLDQNELVAKVFDGGVVDDESYEIRIPADQGIAGHVATTGQILNIPDAYAHPLFYRGVDDSTGFRTRNILCFPIKNENQ.... The pIC50 is 4.7. (2) The compound is CC[C@H](C)[C@H](NC(=O)[C@@H](NC(=O)[C@H](CC(C)C)NC(=O)[C@H](C)NC(=O)[C@H](Cc1ccccc1)NC(=O)OC(C)(C)C)C(C)C)C(=O)N[C@@H](Cc1cnc[nH]1)C(=O)OC. The target protein (P06281) has sequence MDRRRMPLWALLLLWSPCTFSLPTRTATFERIPLKKMPSVREILEERGVDMTRLSAEWGVFTKRPSLTNLTSPVVLTNYLNTQYYGEIGIGTPPQTFKVIFDTGSANLWVPSTKCSRLYLACGIHSLYESSDSSSYMENGSDFTIHYGSGRVKGFLSQDSVTVGGITVTQTFGEVTELPLIPFMLAKFDGVLGMGFPAQAVGGVTPVFDHILSQGVLKEEVFSVYYNRGSHLLGGEVVLGGSDPQHYQGNFHYVSISKTDSWQITMKGVSVGSSTLLCEEGCAVVVDTGSSFISAPTSSLKLIMQALGAKEKRIEEYVVNCSQVPTLPDISFDLGGRAYTLSSTDYVLQYPNRRDKLCTLALHAMDIPPPTGPVWVLGATFIRKFYTEFDRHNNRIGFALAR. The pIC50 is 6.3. (3) The small molecule is C[C@@H](Nc1nc(-c2n[nH]c(=O)n2C)nc2nc(C3(c4ccccc4)CCC3)n(C[C@H]3CC[C@H](C)CC3)c12)C1CCC1. The target protein sequence is SQIPASEQETLVRPKPLLLKLLKSVGAQKDTYTMKEVLFYLGQYIMTKRLYDEKQQHIVYCSNDLLGDLFGVPSFSVKEHRKIYTMIYRNLVVVNQQESSDSGTSVSEN. The pIC50 is 7.1. (4) The compound is Nc1c(S(=O)(=O)[O-])cc(Nc2ccccc2)c2c1C(=O)c1ccccc1C2=O. The target protein (Q63371) has sequence MERDNGTIQAPGLPPTTCVYREDFKRLLLPPVYSVVLVVGLPLNVCVIAQICASRRTLTRSAVYTLNLALADLLYACSLPLLIYNYARGDHWPFGDLACRLVRFLFYANLHGSILFLTCISFQRYLGICHPLAPWHKRGGRRAAWVVCGVVWLVVTAQCLPTAVFAATGIQRNRTVCYDLSPPILSTRYLPYGMALTVIGFLLPFTALLACYCRMARRLCRQDGPAGPVAQERRSKAARMAVVVAAVFVISFLPFHITKTAYLAVRSTPGVSCPVLETFAAAYKGTRPFASANSVLDPILFYFTQQKFRRQPHDLLQKLTAKWQRQRV. The pIC50 is 5.0.